This data is from Full USPTO retrosynthesis dataset with 1.9M reactions from patents (1976-2016). The task is: Predict the reactants needed to synthesize the given product. (1) Given the product [F:15][CH:2]([F:1])[O:3][C:4]1[N:5]=[C:6]([CH3:14])[C:7]([NH2:11])=[CH:8][C:9]=1[CH3:10], predict the reactants needed to synthesize it. The reactants are: [F:1][CH:2]([F:15])[O:3][C:4]1[C:9]([CH3:10])=[CH:8][C:7]([N+:11]([O-])=O)=[C:6]([CH3:14])[N:5]=1.C(O)C. (2) Given the product [CH2:3]1[CH2:4][O:5][C:6]2([CH2:7][CH2:8][C:9](=[O:12])[CH:10]([CH3:14])[CH2:11]2)[O:13]1, predict the reactants needed to synthesize it. The reactants are: [NH2-].[Na+].[CH2:3]1[O:13][C:6]2([CH2:11][CH2:10][C:9](=[O:12])[CH2:8][CH2:7]2)[O:5][CH2:4]1.[CH3:14]I.[Cl-].[NH4+].